Dataset: NCI-60 drug combinations with 297,098 pairs across 59 cell lines. Task: Regression. Given two drug SMILES strings and cell line genomic features, predict the synergy score measuring deviation from expected non-interaction effect. (1) Drug 1: C1=CN(C(=O)N=C1N)C2C(C(C(O2)CO)O)O.Cl. Drug 2: CCC1(C2=C(COC1=O)C(=O)N3CC4=CC5=C(C=CC(=C5CN(C)C)O)N=C4C3=C2)O.Cl. Cell line: NCI/ADR-RES. Synergy scores: CSS=37.0, Synergy_ZIP=-3.01, Synergy_Bliss=-1.49, Synergy_Loewe=-2.57, Synergy_HSA=-0.351. (2) Drug 1: C1=CC(=CC=C1CCC2=CNC3=C2C(=O)NC(=N3)N)C(=O)NC(CCC(=O)O)C(=O)O. Drug 2: C(CCl)NC(=O)N(CCCl)N=O. Cell line: HL-60(TB). Synergy scores: CSS=57.6, Synergy_ZIP=3.64, Synergy_Bliss=4.71, Synergy_Loewe=-9.46, Synergy_HSA=3.29. (3) Drug 1: CC1OCC2C(O1)C(C(C(O2)OC3C4COC(=O)C4C(C5=CC6=C(C=C35)OCO6)C7=CC(=C(C(=C7)OC)O)OC)O)O. Drug 2: CC1C(C(CC(O1)OC2CC(CC3=C2C(=C4C(=C3O)C(=O)C5=CC=CC=C5C4=O)O)(C(=O)C)O)N)O. Cell line: MOLT-4. Synergy scores: CSS=58.2, Synergy_ZIP=-7.62, Synergy_Bliss=-8.85, Synergy_Loewe=-3.15, Synergy_HSA=-1.62. (4) Drug 1: CC1=C2C(C(=O)C3(C(CC4C(C3C(C(C2(C)C)(CC1OC(=O)C(C(C5=CC=CC=C5)NC(=O)OC(C)(C)C)O)O)OC(=O)C6=CC=CC=C6)(CO4)OC(=O)C)OC)C)OC. Drug 2: CCCCCOC(=O)NC1=NC(=O)N(C=C1F)C2C(C(C(O2)C)O)O. Cell line: BT-549. Synergy scores: CSS=51.5, Synergy_ZIP=5.60, Synergy_Bliss=3.88, Synergy_Loewe=-27.8, Synergy_HSA=3.04. (5) Drug 1: CC1=CC=C(C=C1)C2=CC(=NN2C3=CC=C(C=C3)S(=O)(=O)N)C(F)(F)F. Drug 2: C1=CN(C(=O)N=C1N)C2C(C(C(O2)CO)O)O.Cl. Cell line: SW-620. Synergy scores: CSS=37.4, Synergy_ZIP=1.54, Synergy_Bliss=1.34, Synergy_Loewe=-17.5, Synergy_HSA=3.27.